Dataset: Forward reaction prediction with 1.9M reactions from USPTO patents (1976-2016). Task: Predict the product of the given reaction. (1) Given the reactants Br[C:2]1[N:7]=[C:6]([CH:8]=[O:9])[CH:5]=[CH:4][CH:3]=1.[CH3:10][S:11]([C:13]1[CH:18]=[CH:17][C:16](B(O)O)=[CH:15][CH:14]=1)=[O:12].C([O-])([O-])=O.[Na+].[Na+], predict the reaction product. The product is: [CH3:10][S:11]([C:13]1[CH:18]=[CH:17][C:16]([C:2]2[N:7]=[C:6]([CH:8]=[O:9])[CH:5]=[CH:4][CH:3]=2)=[CH:15][CH:14]=1)=[O:12]. (2) Given the reactants [H-].[H-].[H-].[H-].[Li+].[Al+3].[O:7]1[C:11]2[CH:12]=[CH:13][C:14]([C:16]3[C:17]([CH2:25][O:26][C:27]4[C:32]([F:33])=[CH:31][C:30]([CH2:34][CH2:35][C:36](OCC)=[O:37])=[CH:29][C:28]=4[F:41])=[C:18]([C:21]([F:24])([F:23])[F:22])[S:19][CH:20]=3)=[CH:15][C:10]=2[CH2:9][CH2:8]1, predict the reaction product. The product is: [O:7]1[C:11]2[CH:12]=[CH:13][C:14]([C:16]3[C:17]([CH2:25][O:26][C:27]4[C:28]([F:41])=[CH:29][C:30]([CH2:34][CH2:35][CH2:36][OH:37])=[CH:31][C:32]=4[F:33])=[C:18]([C:21]([F:24])([F:22])[F:23])[S:19][CH:20]=3)=[CH:15][C:10]=2[CH2:9][CH2:8]1. (3) The product is: [CH3:19][O:18][C:17]1[C:16]([CH3:20])=[C:15]2[C:11]([C:12](=[O:21])[O:13][CH2:14]2)=[C:10]([O:22][CH2:23][CH2:24][Si:25]([CH3:27])([CH3:26])[CH3:28])[C:9]=1[CH2:8][CH:7]=[O:42]. Given the reactants COC(=O)CCC(C)=[CH:7][CH2:8][C:9]1[C:10]([O:22][CH2:23][CH2:24][Si:25]([CH3:28])([CH3:27])[CH3:26])=[C:11]2[C:15](=[C:16]([CH3:20])[C:17]=1[O:18][CH3:19])[CH2:14][O:13][C:12]2=[O:21].N1C=CC=CC=1.NC(N)=S.C[OH:42], predict the reaction product. (4) The product is: [CH:1]1([S:4]([C:7]2[CH:12]=[CH:11][C:10]([CH:13]([C:21]3[NH:25][C:24]([C:26]4[CH:27]=[CH:28][C:29]([O:32][CH2:33][CH3:34])=[CH:30][N:31]=4)=[CH:23][CH:22]=3)[CH2:14][CH:15]3[CH2:20][CH2:19][O:18][CH2:17][CH2:16]3)=[CH:9][CH:8]=2)(=[O:6])=[O:5])[CH2:3][CH2:2]1. Given the reactants [CH:1]1([S:4]([C:7]2[CH:12]=[CH:11][C:10]([CH:13]([C:21]3[NH:25][C:24]([C:26]4[N:31]=[CH:30][C:29]([OH:32])=[CH:28][CH:27]=4)=[CH:23][CH:22]=3)[CH2:14][CH:15]3[CH2:20][CH2:19][O:18][CH2:17][CH2:16]3)=[CH:9][CH:8]=2)(=[O:6])=[O:5])[CH2:3][CH2:2]1.[CH2:33](O)[CH3:34].C(P(CCCC)CCCC)CCC.N(C(N1CCCCC1)=O)=NC(N1CCCCC1)=O, predict the reaction product. (5) The product is: [Cl:1][C:2]1[CH:10]=[CH:9][C:8]([C:11]2[N:12]([C:22]([O:24][C:25]([CH3:28])([CH3:26])[CH3:27])=[O:23])[C:13]3[C:18]([CH:19]=2)=[CH:17][C:16]([CH2:20][N:35]2[CH2:36][CH2:37][CH:32]([Br:31])[CH2:33][CH2:34]2)=[CH:15][CH:14]=3)=[C:7]2[C:3]=1[CH2:4][NH:5][C:6]2=[O:29]. Given the reactants [Cl:1][C:2]1[CH:10]=[CH:9][C:8]([C:11]2[N:12]([C:22]([O:24][C:25]([CH3:28])([CH3:27])[CH3:26])=[O:23])[C:13]3[C:18]([CH:19]=2)=[CH:17][C:16]([CH:20]=O)=[CH:15][CH:14]=3)=[C:7]2[C:3]=1[CH2:4][NH:5][C:6]2=[O:29].Br.[Br:31][CH:32]1[CH2:37][CH2:36][NH:35][CH2:34][CH2:33]1.C(O)(=O)C.C(O[BH-](OC(=O)C)OC(=O)C)(=O)C.[Na+].C(=O)([O-])[O-].[Na+].[Na+], predict the reaction product. (6) Given the reactants C([O:3][C:4](=O)[CH:5]=[CH:6][C:7]1[CH:12]=[C:11]([O:13][CH3:14])[CH:10]=[C:9]([O:15][CH3:16])[CH:8]=1)C.COC1C=C(CCC(OCC)=O)C=C(OC)C=1.[H-].[Al+3].[Li+].[H-].[H-].[H-].O, predict the reaction product. The product is: [CH3:16][O:15][C:9]1[CH:8]=[C:7]([CH2:6][CH2:5][CH2:4][OH:3])[CH:12]=[C:11]([O:13][CH3:14])[CH:10]=1.